Task: Predict which catalyst facilitates the given reaction.. Dataset: Catalyst prediction with 721,799 reactions and 888 catalyst types from USPTO (1) Reactant: [N-:1](C#N)[C:2]#[N:3].[Cl:6][C:7]1[CH:8]=[C:9]([CH:11]=[CH:12][C:13]=1[Cl:14])[NH2:10].Cl. Product: [ClH:6].[Cl:6][C:7]1[CH:8]=[C:9]([NH:10][C:2]([NH2:3])=[NH:1])[CH:11]=[CH:12][C:13]=1[Cl:14]. The catalyst class is: 32. (2) Reactant: [CH2:1]([N:3]([CH:38]1[CH2:43][CH2:42][O:41][CH2:40][CH2:39]1)[C:4]1[C:5]([CH3:37])=[C:6]([CH:22]=[C:23]([C:25]2[CH:26]=[N:27][C:28]([N:31]3[CH2:36][CH2:35][NH:34][CH2:33][CH2:32]3)=[CH:29][CH:30]=2)[CH:24]=1)[C:7]([NH:9][CH2:10][C:11]1[C:12](=[O:21])[NH:13][C:14]([CH3:20])=[CH:15][C:16]=1[CH:17]([CH3:19])[CH3:18])=[O:8])[CH3:2].[CH3:44][N:45]1[CH2:50][CH2:49][C:48](=O)[CH2:47][CH2:46]1.C(O)(=O)C.C(O[BH-](OC(=O)C)OC(=O)C)(=O)C.[Na+]. Product: [CH2:1]([N:3]([CH:38]1[CH2:43][CH2:42][O:41][CH2:40][CH2:39]1)[C:4]1[C:5]([CH3:37])=[C:6]([CH:22]=[C:23]([C:25]2[CH:26]=[N:27][C:28]([N:31]3[CH2:36][CH2:35][N:34]([CH:48]4[CH2:49][CH2:50][N:45]([CH3:44])[CH2:46][CH2:47]4)[CH2:33][CH2:32]3)=[CH:29][CH:30]=2)[CH:24]=1)[C:7]([NH:9][CH2:10][C:11]1[C:12](=[O:21])[NH:13][C:14]([CH3:20])=[CH:15][C:16]=1[CH:17]([CH3:19])[CH3:18])=[O:8])[CH3:2]. The catalyst class is: 68. (3) Reactant: [CH:1]1([C:4]2[C:13](/[CH:14]=[CH:15]/[CH:16]=[O:17])=[C:12]([C:18]3[CH:23]=[CH:22][C:21]([F:24])=[CH:20][CH:19]=3)[C:11]3[C:6](=[CH:7][CH:8]=[CH:9][CH:10]=3)[N:5]=2)[CH2:3][CH2:2]1.P([O-])(O)(O)=[O:26].[Na+].OO.Cl([O-])=O.[Na+].O.O.O.O.O.S([O-])([O-])(=O)=S.[Na+].[Na+].Cl. Product: [CH:1]1([C:4]2[C:13](/[CH:14]=[CH:15]/[C:16]([OH:26])=[O:17])=[C:12]([C:18]3[CH:19]=[CH:20][C:21]([F:24])=[CH:22][CH:23]=3)[C:11]3[C:6](=[CH:7][CH:8]=[CH:9][CH:10]=3)[N:5]=2)[CH2:3][CH2:2]1. The catalyst class is: 47. (4) Reactant: C[O:2][C:3]([C:5]1[S:28][C:8]2[N:9]=[CH:10][N:11]=[C:12]([NH:13][C:14]3[CH:19]=[CH:18][C:17]([F:20])=[CH:16][C:15]=3[O:21][CH:22]3[CH2:27][CH2:26][O:25][CH2:24][CH2:23]3)[C:7]=2[C:6]=1[CH3:29])=[O:4].[OH-].[Li+].Cl. Product: [F:20][C:17]1[CH:18]=[CH:19][C:14]([NH:13][C:12]2[C:7]3[C:6]([CH3:29])=[C:5]([C:3]([OH:4])=[O:2])[S:28][C:8]=3[N:9]=[CH:10][N:11]=2)=[C:15]([O:21][CH:22]2[CH2:23][CH2:24][O:25][CH2:26][CH2:27]2)[CH:16]=1. The catalyst class is: 1. (5) Reactant: [CH2:1]([O:8][C:9]1[CH:10]=[C:11]([CH2:17][CH:18]([NH2:22])[CH:19]([CH3:21])[CH3:20])[CH:12]=[CH:13][C:14]=1[O:15][CH3:16])[C:2]1[CH:7]=[CH:6][CH:5]=[CH:4][CH:3]=1.[CH:23](O)=[O:24]. Product: [CH2:1]([O:8][C:9]1[CH:10]=[C:11]([CH2:17][CH:18]([NH:22][CH:23]=[O:24])[CH:19]([CH3:20])[CH3:21])[CH:12]=[CH:13][C:14]=1[O:15][CH3:16])[C:2]1[CH:3]=[CH:4][CH:5]=[CH:6][CH:7]=1. The catalyst class is: 12. (6) Reactant: [CH2:1]([N:8]1[CH2:13][CH2:12][C:11](=[O:14])[CH2:10][CH2:9]1)[C:2]1[CH:7]=[CH:6][CH:5]=[CH:4][CH:3]=1.[CH2:15]([N:17](CC)CC)C.C[Si](C#N)(C)C.[H-].[Al+3].[Li+].[H-].[H-].[H-]. Product: [NH2:17][CH2:15][C:11]1([OH:14])[CH2:12][CH2:13][N:8]([CH2:1][C:2]2[CH:3]=[CH:4][CH:5]=[CH:6][CH:7]=2)[CH2:9][CH2:10]1. The catalyst class is: 7. (7) Reactant: [F:1][C:2]1[CH:32]=[CH:31][C:5]([C:6]([NH:8][C:9]2[C:10]([S:15][CH2:16][CH2:17][S:18]([C:21]3[CH:26]=[CH:25][CH:24]=[C:23]([C:27]([F:30])([F:29])[F:28])[CH:22]=3)(=[O:20])=[O:19])=[N:11][CH:12]=[CH:13][CH:14]=2)=[O:7])=[C:4]([O:33]C)[CH:3]=1.B(Br)(Br)Br.O.C([O-])(O)=O.[Na+]. Product: [F:1][C:2]1[CH:32]=[CH:31][C:5]([C:6]([NH:8][C:9]2[C:10]([S:15][CH2:16][CH2:17][S:18]([C:21]3[CH:26]=[CH:25][CH:24]=[C:23]([C:27]([F:28])([F:29])[F:30])[CH:22]=3)(=[O:20])=[O:19])=[N:11][CH:12]=[CH:13][CH:14]=2)=[O:7])=[C:4]([OH:33])[CH:3]=1. The catalyst class is: 2. (8) Reactant: Cl[C:2]1[C:7]([Cl:8])=[CH:6][C:5]([N+:9]([O-:11])=[O:10])=[CH:4][N:3]=1.C(#N)C.C(N(CC)CC)C.[O:22]1[C:26]2([CH2:31][CH2:30][NH:29][CH2:28][CH2:27]2)[O:25][CH2:24][CH2:23]1. The catalyst class is: 6. Product: [Cl:8][C:7]1[C:2]([N:29]2[CH2:30][CH2:31][C:26]3([O:25][CH2:24][CH2:23][O:22]3)[CH2:27][CH2:28]2)=[N:3][CH:4]=[C:5]([N+:9]([O-:11])=[O:10])[CH:6]=1. (9) Reactant: [CH3:1][N:2]1[CH2:7][CH2:6][N:5]([CH2:8][C:9]2[CH:14]=[CH:13][C:12]([C:15](=[O:17])[CH3:16])=[CH:11][CH:10]=2)[CH2:4][CH2:3]1.[CH:18]([C:20]1[N:25]=[C:24](/[CH:26]=[CH:27]/[C:28]([O:30][C:31]([CH3:34])([CH3:33])[CH3:32])=[O:29])[CH:23]=[CH:22][CH:21]=1)=O.[OH-].[K+]. Product: [CH3:1][N:2]1[CH2:7][CH2:6][N:5]([CH2:8][C:9]2[CH:14]=[CH:13][C:12]([C:15](=[O:17])/[CH:16]=[CH:18]/[C:20]3[N:25]=[C:24](/[CH:26]=[CH:27]/[C:28]([O:30][C:31]([CH3:34])([CH3:33])[CH3:32])=[O:29])[CH:23]=[CH:22][CH:21]=3)=[CH:11][CH:10]=2)[CH2:4][CH2:3]1. The catalyst class is: 1. (10) Reactant: [NH2:1][C:2]1[CH:7]=[CH:6][CH:5]=[C:4]([NH2:8])[N:3]=1.[F:9][C:10]1[CH:18]=[CH:17][C:13]([C:14](Cl)=[O:15])=[CH:12][CH:11]=1. Product: [F:9][C:10]1[CH:18]=[CH:17][C:13]([C:14]([NH:1][C:2]2[CH:7]=[CH:6][CH:5]=[C:4]([NH:8][C:14](=[O:15])[C:13]3[CH:17]=[CH:18][C:10]([F:9])=[CH:11][CH:12]=3)[N:3]=2)=[O:15])=[CH:12][CH:11]=1. The catalyst class is: 4.